The task is: Regression. Given two drug SMILES strings and cell line genomic features, predict the synergy score measuring deviation from expected non-interaction effect.. This data is from NCI-60 drug combinations with 297,098 pairs across 59 cell lines. Drug 1: C1CN1C2=NC(=NC(=N2)N3CC3)N4CC4. Drug 2: CC1C(C(CC(O1)OC2CC(CC3=C2C(=C4C(=C3O)C(=O)C5=C(C4=O)C(=CC=C5)OC)O)(C(=O)C)O)N)O.Cl. Cell line: TK-10. Synergy scores: CSS=38.8, Synergy_ZIP=-2.67, Synergy_Bliss=2.71, Synergy_Loewe=3.40, Synergy_HSA=3.56.